From a dataset of Full USPTO retrosynthesis dataset with 1.9M reactions from patents (1976-2016). Predict the reactants needed to synthesize the given product. (1) Given the product [F:21][C:22]([F:30])([F:29])[CH:23]1[CH2:28][CH2:27][N:26]([S:9]([C:4]2[CH:5]=[CH:6][CH:7]=[CH:8][C:3]=2[C:1]#[N:2])(=[O:11])=[O:10])[CH2:25][CH2:24]1, predict the reactants needed to synthesize it. The reactants are: [C:1]([C:3]1[CH:8]=[CH:7][CH:6]=[CH:5][C:4]=1[S:9](Cl)(=[O:11])=[O:10])#[N:2].C(N(CC)CC)C.Cl.[F:21][C:22]([F:30])([F:29])[CH:23]1[CH2:28][CH2:27][NH:26][CH2:25][CH2:24]1. (2) Given the product [CH2:26]([N:3]([CH2:1][CH3:2])[C:4]1[N:9]=[C:8]([C:10]2[O:14][N:13]=[C:12]([C:15]3[CH:20]=[C:19]([CH3:21])[C:18]([O:22][CH2:33][C@@H:31]4[CH2:30][O:32]4)=[C:17]([CH2:23][CH3:24])[CH:16]=3)[N:11]=2)[CH:7]=[C:6]([CH3:25])[N:5]=1)[CH3:27], predict the reactants needed to synthesize it. The reactants are: [CH2:1]([N:3]([CH2:26][CH3:27])[C:4]1[N:9]=[C:8]([C:10]2[O:14][N:13]=[C:12]([C:15]3[CH:20]=[C:19]([CH3:21])[C:18]([OH:22])=[C:17]([CH2:23][CH3:24])[CH:16]=3)[N:11]=2)[CH:7]=[C:6]([CH3:25])[N:5]=1)[CH3:2].[OH-].[Na+].[CH2:30]1[O:32][C@H:31]1[CH2:33]Cl. (3) Given the product [O:18]1[C:22]2[CH:23]=[CH:24][C:25]([C:2]3[CH:3]=[C:4]4[N:10]([O:11][C:12]5[CH:17]=[CH:16][CH:15]=[CH:14][CH:13]=5)[CH:9]=[CH:8][C:5]4=[N:6][CH:7]=3)=[CH:26][C:21]=2[CH:20]=[CH:19]1, predict the reactants needed to synthesize it. The reactants are: Br[C:2]1[CH:3]=[C:4]2[N:10]([O:11][C:12]3[CH:17]=[CH:16][CH:15]=[CH:14][CH:13]=3)[CH:9]=[CH:8][C:5]2=[N:6][CH:7]=1.[O:18]1[C:22]2[CH:23]=[CH:24][C:25](B(O)O)=[CH:26][C:21]=2[CH:20]=[CH:19]1. (4) The reactants are: [C:1]12([CH2:11][S:12]([OH:15])(=[O:14])=[O:13])[C:8]([CH3:10])([CH3:9])[CH:5]([CH2:6][CH2:7]1)[CH2:4][C:2]2=[O:3].[Cl:16][C:17]1[CH:22]=[CH:21][CH:20]=[CH:19][C:18]=1[CH:23]([N:28]1[CH2:33][CH2:32][C:31]2[S:34][CH:35]=[CH:36][C:30]=2[CH2:29]1)[C:24]([O:26][CH3:27])=[O:25]. Given the product [C:1]12([CH2:11][S:12]([OH:15])(=[O:13])=[O:14])[C:8]([CH3:10])([CH3:9])[CH:5]([CH2:6][CH2:7]1)[CH2:4][C:2]2=[O:3].[Cl:16][C:17]1[CH:22]=[CH:21][CH:20]=[CH:19][C:18]=1[C@H:23]([N:28]1[CH2:33][CH2:32][C:31]2[S:34][CH:35]=[CH:36][C:30]=2[CH2:29]1)[C:24]([O:26][CH3:27])=[O:25], predict the reactants needed to synthesize it.